Dataset: Catalyst prediction with 721,799 reactions and 888 catalyst types from USPTO. Task: Predict which catalyst facilitates the given reaction. (1) Reactant: [C:1]1([C:7]2[N:8]=[C:9]3[CH2:22][CH2:21][CH2:20][N:19]([CH2:23][CH2:24][CH2:25][CH2:26][O:27][CH2:28][C:29]([O:31]C(C)(C)C)=[O:30])[C:10]3=[N:11][C:12]=2[C:13]2[CH:18]=[CH:17][CH:16]=[CH:15][CH:14]=2)[CH:6]=[CH:5][CH:4]=[CH:3][CH:2]=1.C(O)(C(F)(F)F)=O. Product: [C:1]1([C:7]2[N:8]=[C:9]3[CH2:22][CH2:21][CH2:20][N:19]([CH2:23][CH2:24][CH2:25][CH2:26][O:27][CH2:28][C:29]([OH:31])=[O:30])[C:10]3=[N:11][C:12]=2[C:13]2[CH:18]=[CH:17][CH:16]=[CH:15][CH:14]=2)[CH:2]=[CH:3][CH:4]=[CH:5][CH:6]=1. The catalyst class is: 2. (2) Reactant: [Cl:1][C:2]1[N:7]=[C:6]([Cl:8])[C:5]([C:9](Cl)=[O:10])=[CH:4][N:3]=1.[C:12]([NH2:16])([CH3:15])([CH3:14])[CH3:13].C(N(CC)CC)C. Product: [C:12]([NH:16][C:9]([C:5]1[C:6]([Cl:8])=[N:7][C:2]([Cl:1])=[N:3][CH:4]=1)=[O:10])([CH3:15])([CH3:14])[CH3:13]. The catalyst class is: 1. (3) Reactant: [OH:1][C@H:2]1[CH2:7][CH2:6][N:5]([C:8]([O:10][C:11]([CH3:14])([CH3:13])[CH3:12])=[O:9])[C@@H:4]([CH3:15])[CH2:3]1.[H-].[Na+].[CH3:18]I.O. Product: [CH3:18][O:1][C@H:2]1[CH2:7][CH2:6][N:5]([C:8]([O:10][C:11]([CH3:14])([CH3:13])[CH3:12])=[O:9])[C@@H:4]([CH3:15])[CH2:3]1. The catalyst class is: 3. (4) Reactant: [F:1][C:2]1[CH:21]=[CH:20][C:19]([F:22])=[CH:18][C:3]=1[CH:4]=[C:5]1[CH2:10][CH2:9][N:8](C(OC(C)(C)C)=O)[CH2:7][CH2:6]1.C(O)(C(F)(F)F)=O. Product: [F:1][C:2]1[CH:21]=[CH:20][C:19]([F:22])=[CH:18][C:3]=1[CH:4]=[C:5]1[CH2:6][CH2:7][NH:8][CH2:9][CH2:10]1. The catalyst class is: 2. (5) Reactant: [K].[C:2]1([S:8]([NH:11][C:12](=[O:24])[C:13]2[CH:18]=[CH:17][C:16]([NH:19][C:20](=[O:22])[CH3:21])=[C:15]([NH2:23])[CH:14]=2)(=[O:10])=[O:9])[CH:7]=[CH:6][CH:5]=[CH:4][CH:3]=1.[CH2:25]([O:32][C:33]1[CH:40]=[CH:39][C:36]([CH2:37]Br)=[CH:35][CH:34]=1)[C:26]1[CH:31]=[CH:30][CH:29]=[CH:28][CH:27]=1.C(=O)(O)[O-].[K+]. Product: [C:2]1([S:8]([NH:11][C:12](=[O:24])[C:13]2[CH:18]=[CH:17][C:16]([NH:19][C:20](=[O:22])[CH3:21])=[C:15]([NH:23][CH2:37][C:36]3[CH:39]=[CH:40][C:33]([O:32][CH2:25][C:26]4[CH:31]=[CH:30][CH:29]=[CH:28][CH:27]=4)=[CH:34][CH:35]=3)[CH:14]=2)(=[O:9])=[O:10])[CH:3]=[CH:4][CH:5]=[CH:6][CH:7]=1. The catalyst class is: 9. (6) Reactant: [Cl:1][C:2]1[CH:10]=[C:9]([CH:11]([O:13][CH2:14][C:15]2([C:28]3[CH:33]=[CH:32][C:31]([F:34])=[CH:30][CH:29]=3)[CH2:20][CH2:19][N:18]([C:21]([O:23][C:24]([CH3:27])([CH3:26])[CH3:25])=[O:22])[CH2:17][CH2:16]2)[CH3:12])[C:8]2[C:4](=[CH:5][N:6](COCC[Si](C)(C)C)[N:7]=2)[CH:3]=1.C(OC(OC(C)(C)C)=O)(OC(C)(C)C)=O.C(N(CC)CC)C. Product: [Cl:1][C:2]1[CH:3]=[C:4]2[C:8](=[C:9]([CH:11]([O:13][CH2:14][C:15]3([C:28]4[CH:29]=[CH:30][C:31]([F:34])=[CH:32][CH:33]=4)[CH2:20][CH2:19][N:18]([C:21]([O:23][C:24]([CH3:26])([CH3:27])[CH3:25])=[O:22])[CH2:17][CH2:16]3)[CH3:12])[CH:10]=1)[NH:7][N:6]=[CH:5]2. The catalyst class is: 55. (7) Reactant: C(OC(=O)[NH:7][CH2:8][CH2:9][CH2:10][O:11][C:12]1[CH:17]=[CH:16][CH:15]=[C:14]([C:18]2[N:26]=[CH:25][N:24]=[C:23]3[C:19]=2[N:20]=[CH:21][N:22]3C2CCCCO2)[CH:13]=1)(C)(C)C.Cl. Product: [N:26]1[C:18]([C:14]2[CH:13]=[C:12]([CH:17]=[CH:16][CH:15]=2)[O:11][CH2:10][CH2:9][CH2:8][NH2:7])=[C:19]2[C:23]([NH:22][CH:21]=[N:20]2)=[N:24][CH:25]=1. The catalyst class is: 8. (8) Reactant: [CH:1]1([C:4]2[N:5]=[CH:6][C:7]([O:10][CH:11]3[C:26](=[O:27])[N:14]4[CH2:15][CH2:16][N:17]([C:19](OC(C)(C)C)=[O:20])[CH2:18][CH:13]4[CH2:12]3)=[N:8][CH:9]=2)[CH2:3][CH2:2]1.Cl.[F:29][C:30]([F:41])([F:40])[C:31]1[CH:32]=[C:33]([CH:37]=[CH:38][CH:39]=1)C(Cl)=O.C(N(CC)CC)C. Product: [CH:1]1([C:4]2[N:5]=[CH:6][C:7]([O:10][CH:11]3[C:26](=[O:27])[N:14]4[CH2:15][CH2:16][N:17]([C:19](=[O:20])[C:38]5[CH:37]=[CH:33][CH:32]=[C:31]([C:30]([F:41])([F:40])[F:29])[CH:39]=5)[CH2:18][CH:13]4[CH2:12]3)=[N:8][CH:9]=2)[CH2:2][CH2:3]1. The catalyst class is: 258.